From a dataset of Reaction yield outcomes from USPTO patents with 853,638 reactions. Predict the reaction yield, written as a fraction of the theoretical maximum amount of product (1.0 means a 100% yield; for example, 0.34 means a 34% yield). (1) The reactants are [F:1][C:2]1[CH:3]=[C:4]2[N:10]([S:11]([C:14]3[CH:20]=[CH:19][C:17]([CH3:18])=[CH:16][CH:15]=3)(=[O:13])=[O:12])[CH:9]=[CH:8][C:5]2=[N:6][CH:7]=1.C1C=C(Cl)C=C(C(OO)=[O:29])C=1. The catalyst is C(Cl)Cl. The product is [F:1][C:2]1[CH:3]=[C:4]2[N:10]([S:11]([C:14]3[CH:20]=[CH:19][C:17]([CH3:18])=[CH:16][CH:15]=3)(=[O:13])=[O:12])[CH:9]=[CH:8][C:5]2=[N+:6]([O-:29])[CH:7]=1. The yield is 1.00. (2) The reactants are [CH3:1][C:2]1[C:12]([CH3:13])=[CH:11][C:10]([CH3:14])=[CH:9][C:3]=1[O:4][CH2:5][C:6](O)=[O:7]. The catalyst is CCCCCC. The product is [CH3:14][C:10]1[C:9]2[C:6](=[O:7])[CH2:5][O:4][C:3]=2[C:2]([CH3:1])=[C:12]([CH3:13])[CH:11]=1. The yield is 0.750. (3) The reactants are [C:1]([O:5][C:6]([NH:8][NH:9][C@H:10]([C:14]([CH3:17])([CH3:16])[CH3:15])[CH2:11][CH:12]=[CH2:13])=[O:7])([CH3:4])([CH3:3])[CH3:2]. The catalyst is CO.O.[Pd]. The product is [C:1]([O:5][C:6]([NH:8][NH:9][C@H:10]([C:14]([CH3:15])([CH3:17])[CH3:16])[CH2:11][CH2:12][CH3:13])=[O:7])([CH3:4])([CH3:3])[CH3:2]. The yield is 0.927. (4) The reactants are [CH2:1]([O:3][C:4](=[O:20])[NH:5][CH:6]1[CH2:11][CH2:10][CH:9]=[C:8]([C:12]#[C:13][C:14]2[CH:19]=[CH:18][CH:17]=[CH:16][CH:15]=2)[CH2:7]1)[CH3:2].[H-].[Na+].[CH3:23]N(C=O)C. The catalyst is C1COCC1. The product is [CH2:1]([O:3][C:4](=[O:20])[N:5]([CH3:23])[CH:6]1[CH2:11][CH2:10][CH:9]=[C:8]([C:12]#[C:13][C:14]2[CH:19]=[CH:18][CH:17]=[CH:16][CH:15]=2)[CH2:7]1)[CH3:2]. The yield is 0.430. (5) The reactants are [CH2:1]([NH:8][C:9]([C:11]1([NH:17]C(=O)OC(C)(C)C)[CH2:16][CH2:15][CH2:14][CH2:13][CH2:12]1)=[O:10])[C:2]1[CH:7]=[CH:6][CH:5]=[CH:4][CH:3]=1. The catalyst is C(Cl)Cl.C(O)(C(F)(F)F)=O. The product is [NH2:17][C:11]1([C:9]([NH:8][CH2:1][C:2]2[CH:3]=[CH:4][CH:5]=[CH:6][CH:7]=2)=[O:10])[CH2:16][CH2:15][CH2:14][CH2:13][CH2:12]1. The yield is 0.970. (6) The reactants are [CH3:1][CH:2]1[CH2:7][CH2:6][CH:5]([NH:8][C:9]2[CH:19]=[CH:18][C:12]([C:13]([O:15][CH2:16][CH3:17])=[O:14])=[CH:11][C:10]=2[N+:20]([O-])=O)[CH2:4][CH2:3]1.[H][H]. The catalyst is [OH-].[OH-].[Pd+2]. The product is [NH2:20][C:10]1[CH:11]=[C:12]([CH:18]=[CH:19][C:9]=1[NH:8][CH:5]1[CH2:4][CH2:3][CH:2]([CH3:1])[CH2:7][CH2:6]1)[C:13]([O:15][CH2:16][CH3:17])=[O:14]. The yield is 0.890. (7) The reactants are [OH:1][C:2]1[CH:7]=[C:6]([OH:8])[CH:5]=[CH:4][C:3]=1[CH:9]1[CH2:14][CH2:13][C:12](=[CH:15][C:16]([OH:18])=[O:17])[CH2:11][CH2:10]1. The catalyst is [Pd].C(O)C. The product is [OH:1][C:2]1[CH:7]=[C:6]([OH:8])[CH:5]=[CH:4][C:3]=1[C@H:9]1[CH2:10][CH2:11][C@H:12]([CH2:15][C:16]([OH:18])=[O:17])[CH2:13][CH2:14]1. The yield is 1.00. (8) The reactants are [CH:1]1([N:6]2[C:10]3[N:11]=[C:12]([NH:15][C:16]4[CH:24]=[CH:23][C:19]([C:20]([OH:22])=O)=[CH:18][N:17]=4)[N:13]=[CH:14][C:9]=3[CH:8]=[C:7]2[C:25](=[O:29])[N:26]([CH3:28])[CH3:27])[CH2:5][CH2:4][CH2:3][CH2:2]1.[C:30]([O:34][C:35]([N:37]1[CH:43]2[CH2:44][O:45][CH2:46][CH:38]1[CH2:39][NH:40][CH2:41][CH2:42]2)=[O:36])([CH3:33])([CH3:32])[CH3:31]. No catalyst specified. The product is [C:30]([O:34][C:35]([N:37]1[CH:43]2[CH2:44][O:45][CH2:46][CH:38]1[CH2:39][N:40]([C:20]([C:19]1[CH:18]=[N:17][C:16]([NH:15][C:12]3[N:13]=[CH:14][C:9]4[CH:8]=[C:7]([C:25](=[O:29])[N:26]([CH3:27])[CH3:28])[N:6]([CH:1]5[CH2:5][CH2:4][CH2:3][CH2:2]5)[C:10]=4[N:11]=3)=[CH:24][CH:23]=1)=[O:22])[CH2:41][CH2:42]2)=[O:36])([CH3:33])([CH3:31])[CH3:32]. The yield is 0.590. (9) The reactants are ClC1C=C(C=CC=1)C(OO)=[O:6].[CH2:12]([C:15]1[CH:20]=[CH:19][C:18]([N+:21]([O-:23])=[O:22])=[CH:17][CH:16]=1)[CH:13]=[CH2:14]. The catalyst is ClCCl. The product is [N+:21]([C:18]1[CH:19]=[CH:20][C:15]([CH2:12][CH:13]2[CH2:14][O:6]2)=[CH:16][CH:17]=1)([O-:23])=[O:22]. The yield is 0.710.